The task is: Predict the reaction yield, written as a fraction of the theoretical maximum amount of product (1.0 means a 100% yield; for example, 0.34 means a 34% yield).. This data is from Reaction yield outcomes from USPTO patents with 853,638 reactions. (1) The reactants are [C@@H:1]1([N:9]2[CH:17]=[C:15]([CH3:16])[C:13](=[O:14])[NH:12][C:10]2=[O:11])[O:8][C@H:5]([CH2:6][OH:7])[C@@H:3](O)[CH2:2]1.C1(P(C2C=CC=CC=2)C2C=CC=CC=2)C=CC=CC=1.C(=O)=O.CC(OC(/N=N/C(OC(C)C)=O)=O)C. The catalyst is CC#N.O.CC(O)C. The product is [CH3:16][C:15]1[C:13](=[O:14])[N:12]=[C:10]2[N:9]([C@@H:1]3[O:8][C@H:5]([CH2:6][OH:7])[C@H:3]([O:11]2)[CH2:2]3)[CH:17]=1. The yield is 0.830. (2) The reactants are [Cl-].[Al+3].[Cl-].[Cl-].[Br:5][C:6]1[CH:7]=[CH:8][C:9]([CH3:17])=[C:10]([S:12][CH2:13][C:14](Cl)=[O:15])[CH:11]=1. The catalyst is ClCCCl. The product is [Br:5][C:6]1[C:11]2[C:14](=[O:15])[CH2:13][S:12][C:10]=2[C:9]([CH3:17])=[CH:8][CH:7]=1. The yield is 0.520. (3) The reactants are Br[C:2]1[CH:7]=[CH:6][C:5]([NH:8][C:9]([C:11]2[N:12]([CH2:18][O:19][CH2:20][CH2:21][Si:22]([CH3:25])([CH3:24])[CH3:23])[CH:13]=[C:14]([C:16]#[N:17])[N:15]=2)=[O:10])=[C:4]([C:26]2[CH2:31][CH2:30][CH2:29][CH2:28][CH:27]=2)[CH:3]=1.[CH3:32][O:33][C:34]([O:38][Si](C)(C)C)=[C:35]([CH3:37])[CH3:36].O. The catalyst is CN(C=O)C.CC(P(C(C)(C)C)C(C)(C)C)(C)C.CC(P(C(C)(C)C)C(C)(C)C)(C)C.[Pd].[F-].[F-].[Zn+2]. The product is [CH3:32][O:33][C:34](=[O:38])[C:35]([C:2]1[CH:7]=[CH:6][C:5]([NH:8][C:9]([C:11]2[N:12]([CH2:18][O:19][CH2:20][CH2:21][Si:22]([CH3:25])([CH3:24])[CH3:23])[CH:13]=[C:14]([C:16]#[N:17])[N:15]=2)=[O:10])=[C:4]([C:26]2[CH2:31][CH2:30][CH2:29][CH2:28][CH:27]=2)[CH:3]=1)([CH3:37])[CH3:36]. The yield is 0.460.